Dataset: Full USPTO retrosynthesis dataset with 1.9M reactions from patents (1976-2016). Task: Predict the reactants needed to synthesize the given product. (1) Given the product [Br:18][C:8]1[C:7]2[C:2]([Cl:1])=[N:3][CH:4]=[CH:5][C:6]=2[NH:10][N:9]=1, predict the reactants needed to synthesize it. The reactants are: [Cl:1][C:2]1[C:7]2[CH:8]=[N:9][NH:10][C:6]=2[CH:5]=[CH:4][N:3]=1.C1C(=O)N([Br:18])C(=O)C1. (2) Given the product [Br:1][C:2]1[CH:3]=[C:4]([C:8]2([C:20]3[CH:25]=[CH:24][CH:23]=[C:22]([Br:26])[CH:21]=3)[CH2:9][NH:10][CH2:11]2)[CH:5]=[CH:6][CH:7]=1, predict the reactants needed to synthesize it. The reactants are: [Br:1][C:2]1[CH:3]=[C:4]([C:8]2([C:20]3[CH:25]=[CH:24][CH:23]=[C:22]([Br:26])[CH:21]=3)[CH2:11][N:10](P(=O)(OCC)OCC)[CH2:9]2)[CH:5]=[CH:6][CH:7]=1.C(O)(C(F)(F)F)=O.